Dataset: Forward reaction prediction with 1.9M reactions from USPTO patents (1976-2016). Task: Predict the product of the given reaction. (1) Given the reactants Br[CH2:2][CH2:3][CH2:4][CH2:5][CH2:6][CH2:7][O:8][CH2:9][C:10]1([CH3:14])[CH2:13][O:12][CH2:11]1.[OH:15][C:16]1[CH:24]=[CH:23][C:19]([C:20]([OH:22])=[O:21])=[CH:18][CH:17]=1.C(=O)([O-])[O-].[K+].[K+].CN(C)C=O, predict the reaction product. The product is: [CH3:14][C:10]1([CH2:9][O:8][CH2:7][CH2:6][CH2:5][CH2:4][CH2:3][CH2:2][O:15][C:16]2[CH:24]=[CH:23][C:19]([C:20]([OH:22])=[O:21])=[CH:18][CH:17]=2)[CH2:13][O:12][CH2:11]1. (2) Given the reactants C(Cl)(=O)C.[C:5]([CH:7]([CH:12]([C:18]1[CH:23]=[C:22]([F:24])[C:21]([F:25])=[CH:20][C:19]=1[F:26])[CH2:13][C:14](OC)=[O:15])[C:8]([O:10][CH3:11])=[O:9])#[N:6].[H][H].C(=O)([O-])[O-].[K+].[K+].C[Si](C=[N+]=[N-])(C)C, predict the reaction product. The product is: [CH3:11][O:10][C:8]([C@H:7]1[C@H:12]([C:18]2[CH:23]=[C:22]([F:24])[C:21]([F:25])=[CH:20][C:19]=2[F:26])[CH2:13][C:14](=[O:15])[NH:6][CH2:5]1)=[O:9]. (3) The product is: [OH:2][C:3]1[C:7]([CH3:16])([CH2:8][CH2:9][C:10]2[CH:15]=[CH:14][CH:13]=[CH:12][CH:11]=2)[O:6][C:5](=[O:17])[CH:4]=1. Given the reactants C[O:2][C:3]1[C:7]([CH3:16])([CH2:8][CH2:9][C:10]2[CH:15]=[CH:14][CH:13]=[CH:12][CH:11]=2)[O:6][C:5](=[O:17])[CH:4]=1.Cl, predict the reaction product. (4) Given the reactants [NH2:1][C@@H:2]([C:5]([OH:7])=[O:6])[CH2:3][SH:4].[CH3:8][N:9]1[C:18]2[C:13](=[C:14]3[S:21][C:20]([C:22]#N)=[N:19][C:15]3=[CH:16][CH:17]=2)[CH2:12][CH2:11][CH2:10]1, predict the reaction product. The product is: [CH3:8][N:9]1[C:18]2[C:13](=[C:14]3[S:21][C:20]([C:22]4[S:4][CH2:3][CH:2]([C:5]([OH:7])=[O:6])[N:1]=4)=[N:19][C:15]3=[CH:16][CH:17]=2)[CH2:12][CH2:11][CH2:10]1. (5) The product is: [C:8]1([C:2]2[CH:7]=[CH:6][CH:5]=[CH:4][N:3]=2)[CH:13]=[CH:12][CH:11]=[CH:10][CH:9]=1. Given the reactants Br[C:2]1[CH:7]=[CH:6][CH:5]=[CH:4][N:3]=1.[C:8]1(OB(O)O)[CH:13]=[CH:12][CH:11]=[CH:10][CH:9]=1.C(=O)([O-])[O-].[K+].[K+].O, predict the reaction product. (6) Given the reactants O[CH:2]([CH:7]1[CH2:11][CH2:10][CH2:9][C:8]1=[O:12])[CH2:3][CH2:4][CH2:5][CH3:6].Cl.[OH-].[Na+], predict the reaction product. The product is: [CH2:2]([C:7]1[C:8](=[O:12])[CH2:9][CH2:10][CH:11]=1)[CH2:3][CH2:4][CH2:5][CH3:6]. (7) Given the reactants S(S([O-])=O)([O-])=O.[Na+].[Na+].[CH3:9][N:10]1[C:18]2[N:17]=[C:16]([S:19][CH:20]([CH2:26][CH3:27])[C:21]([O:23][CH2:24][CH3:25])=[O:22])[N:15]([CH2:28][C:29]3[CH:34]=[CH:33][CH:32]=[C:31]([N+:35]([O-])=O)[CH:30]=3)[C:14]=2[C:13](=[O:38])[NH:12][C:11]1=[O:39].CN(C=O)C.Cl, predict the reaction product. The product is: [NH2:35][C:31]1[CH:30]=[C:29]([CH:34]=[CH:33][CH:32]=1)[CH2:28][N:15]1[C:14]2[C:13](=[O:38])[NH:12][C:11](=[O:39])[N:10]([CH3:9])[C:18]=2[N:17]=[C:16]1[S:19][CH:20]([CH2:26][CH3:27])[C:21]([O:23][CH2:24][CH3:25])=[O:22]. (8) The product is: [F:22][C:23]([F:34])([F:33])[C:24]1[CH:29]=[CH:28][CH:27]=[CH:26][C:25]=1[C:8]1[CH:9]=[CH:10][C:11]2[N:12]([C:14]([C:17]([O:19][CH2:20][CH3:21])=[O:18])=[CH:15][N:16]=2)[N:13]=1. Given the reactants C([O-])([O-])=O.[Cs+].[Cs+].Cl[C:8]1[CH:9]=[CH:10][C:11]2[N:12]([C:14]([C:17]([O:19][CH2:20][CH3:21])=[O:18])=[CH:15][N:16]=2)[N:13]=1.[F:22][C:23]([F:34])([F:33])[C:24]1[CH:29]=[CH:28][CH:27]=[CH:26][C:25]=1B(O)O, predict the reaction product. (9) Given the reactants I[C:2]1[S:6][C:5]([C:7]([O:9][CH3:10])=[O:8])=[C:4]([O:11][Si:12]([CH:19]([CH3:21])[CH3:20])([CH:16]([CH3:18])[CH3:17])[CH:13]([CH3:15])[CH3:14])[CH:3]=1.C(P(C(C)(C)C)C1C=CC=CC=1C1C=CC=CC=1)(C)(C)C.C(=O)([O-])[O-].[Cs+].[Cs+].[N+:49]([C:52]1[CH:58]=[CH:57][CH:56]=[CH:55][C:53]=1[NH2:54])([O-:51])=[O:50], predict the reaction product. The product is: [N+:49]([C:52]1[CH:58]=[CH:57][CH:56]=[CH:55][C:53]=1[NH:54][C:2]1[S:6][C:5]([C:7]([O:9][CH3:10])=[O:8])=[C:4]([O:11][Si:12]([CH:19]([CH3:21])[CH3:20])([CH:16]([CH3:18])[CH3:17])[CH:13]([CH3:15])[CH3:14])[CH:3]=1)([O-:51])=[O:50].